From a dataset of Full USPTO retrosynthesis dataset with 1.9M reactions from patents (1976-2016). Predict the reactants needed to synthesize the given product. (1) Given the product [CH3:1][C:2]1[CH:14]=[CH:13][CH:12]=[C:11]([CH2:15][O:16][C@@H:17]2[CH2:22][CH2:21][CH2:20][C@H:19]([O:23][CH2:24][C:25]3[N:26]=[C:27]([C:31]4[CH:32]=[CH:33][C:34]([CH3:37])=[CH:35][CH:36]=4)[O:28][C:29]=3[CH3:30])[CH2:18]2)[C:3]=1[C:4]([OH:6])=[O:5], predict the reactants needed to synthesize it. The reactants are: [CH3:1][C:2]1[CH:14]=[CH:13][CH:12]=[C:11]([CH2:15][O:16][C@@H:17]2[CH2:22][CH2:21][CH2:20][C@H:19]([O:23][CH2:24][C:25]3[N:26]=[C:27]([C:31]4[CH:36]=[CH:35][C:34]([CH3:37])=[CH:33][CH:32]=4)[O:28][C:29]=3[CH3:30])[CH2:18]2)[C:3]=1[C:4]([O:6]C(C)(C)C)=[O:5].FC(F)(F)C(O)=O. (2) Given the product [CH3:1][N:2]([CH2:4][C:12]1[C:13]2[S:6][CH:7]=[CH:8][C:9]=2[NH:10][C:11]=1[C:14]([O:16][CH3:17])=[O:15])[CH3:3], predict the reactants needed to synthesize it. The reactants are: [CH3:1][NH:2][CH3:3].[CH2:4]=O.[S:6]1[C:13]2[CH:12]=[C:11]([C:14]([O:16][CH3:17])=[O:15])[NH:10][C:9]=2[CH:8]=[CH:7]1.[OH-].[Na+]. (3) Given the product [Br:7][C:5]1[CH:6]=[C:2]([C:12]2[CH:13]=[CH:14][C:9]([OH:8])=[CH:10][CH:11]=2)[S:3][CH:4]=1, predict the reactants needed to synthesize it. The reactants are: Br[C:2]1[S:3][CH:4]=[C:5]([Br:7])[CH:6]=1.[OH:8][C:9]1[CH:14]=[CH:13][C:12](B(O)O)=[CH:11][CH:10]=1. (4) Given the product [CH:1]1([NH:6][C:7]2[N:12]=[C:11]([C:13]3[N:17]4[CH:18]=[CH:19][CH:20]=[C:21]([NH2:22])[C:16]4=[N:15][C:14]=3[C:27]3[CH:28]=[CH:29][C:30]([F:33])=[CH:31][CH:32]=3)[CH:10]=[CH:9][N:8]=2)[CH2:5][CH2:4][CH2:3][CH2:2]1, predict the reactants needed to synthesize it. The reactants are: [CH:1]1([NH:6][C:7]2[N:12]=[C:11]([C:13]3[N:17]4[CH:18]=[CH:19][CH:20]=[C:21]([N:22]=CN(C)C)[C:16]4=[N:15][C:14]=3[C:27]3[CH:32]=[CH:31][C:30]([F:33])=[CH:29][CH:28]=3)[CH:10]=[CH:9][N:8]=2)[CH2:5][CH2:4][CH2:3][CH2:2]1.[OH-].[Na+]. (5) Given the product [Cl:31][C:12]1[CH:13]=[C:14]([O:29][CH3:30])[C:15]([O:17][CH2:18][C:19]2[C:24]([O:25][CH3:26])=[CH:23][CH:22]=[C:21]([F:27])[C:20]=2[F:28])=[CH:16][C:11]=1[N:8]1[C:7](=[O:32])[NH:6][C:5]2[C:9]1=[N:10][C:2]([NH:1][C:48](=[O:47])[CH2:49][OH:50])=[N:3][C:4]=2[O:33][CH3:34], predict the reactants needed to synthesize it. The reactants are: [NH2:1][C:2]1[N:10]=[C:9]2[C:5]([NH:6][C:7](=[O:32])[N:8]2[C:11]2[CH:16]=[C:15]([O:17][CH2:18][C:19]3[C:24]([O:25][CH3:26])=[CH:23][CH:22]=[C:21]([F:27])[C:20]=3[F:28])[C:14]([O:29][CH3:30])=[CH:13][C:12]=2[Cl:31])=[C:4]([O:33][CH3:34])[N:3]=1.C(N(CC)C(C)C)(C)C.C([O:47][CH2:48][C:49](Cl)=[O:50])(=O)C.Cl. (6) Given the product [Cl:9][C:3]1[CH:4]=[C:5]([OH:8])[CH:6]=[CH:7][C:2]=1[NH:1][C:17](=[O:18])[O:19][C:20]1[CH:25]=[CH:24][CH:23]=[CH:22][CH:21]=1, predict the reactants needed to synthesize it. The reactants are: [NH2:1][C:2]1[CH:7]=[CH:6][C:5]([OH:8])=[CH:4][C:3]=1[Cl:9].N1C=CC=CC=1.Cl[C:17]([O:19][C:20]1[CH:25]=[CH:24][CH:23]=[CH:22][CH:21]=1)=[O:18].Cl. (7) Given the product [F:39][C:40]1[CH:41]=[CH:42][C:43]([CH3:53])=[C:44]2[C:48]=1[NH:47][C:46]([CH3:49])=[C:45]2[CH2:50][CH2:51][NH:52][C:11]([C:6]1[NH:7][C:8]2[C:4]([CH:5]=1)=[CH:3][C:2]([Br:1])=[CH:10][CH:9]=2)=[O:13], predict the reactants needed to synthesize it. The reactants are: [Br:1][C:2]1[CH:3]=[C:4]2[C:8](=[CH:9][CH:10]=1)[NH:7][C:6]([C:11]([OH:13])=O)=[CH:5]2.CN(C(ON1N=NC2C=CC=NC1=2)=[N+](C)C)C.F[P-](F)(F)(F)(F)F.Cl.[F:39][C:40]1[CH:41]=[CH:42][C:43]([CH3:53])=[C:44]2[C:48]=1[NH:47][C:46]([CH3:49])=[C:45]2[CH2:50][CH2:51][NH2:52].C(N(C(C)C)C(C)C)C. (8) The reactants are: [CH2:1]([O:3][C:4]([N:6]1[C:15]2[C:10](=[N:11][C:12]([O:16][CH3:17])=[CH:13][CH:14]=2)[C@@H:9]([NH:18][C:19]2[C:24]([CH2:25][C:26]3[CH:31]=[C:30]([C:32]([F:35])([F:34])[F:33])[CH:29]=[C:28]([C:36]([F:39])([F:38])[F:37])[CH:27]=3)=[CH:23][C:22]([C:40](OCC)=[NH:41])=[CH:21][N:20]=2)[CH2:8][C@H:7]1[CH2:45][CH3:46])=[O:5])[CH3:2].[CH2:47](N)[CH2:48][NH2:49].C(OCC)(=O)C. Given the product [CH2:1]([O:3][C:4]([N:6]1[C:15]2[C:10](=[N:11][C:12]([O:16][CH3:17])=[CH:13][CH:14]=2)[C@@H:9]([NH:18][C:19]2[C:24]([CH2:25][C:26]3[CH:31]=[C:30]([C:32]([F:35])([F:34])[F:33])[CH:29]=[C:28]([C:36]([F:39])([F:38])[F:37])[CH:27]=3)=[CH:23][C:22]([C:40]3[NH:49][CH2:48][CH2:47][N:41]=3)=[CH:21][N:20]=2)[CH2:8][C@H:7]1[CH2:45][CH3:46])=[O:5])[CH3:2], predict the reactants needed to synthesize it. (9) Given the product [OH:15][C@@H:16]([C@H:18]1[C:38](=[O:39])[N:20]2[C:21]([C:35]([O:37][CH2:10][O:9][C:8]([N:7]([CH:1]3[CH2:6][CH2:5][CH2:4][CH2:3][CH2:2]3)[CH2:13][CH3:14])=[O:12])=[O:36])=[C:22]([S:25]/[CH:26]=[CH:27]\[C:28]3[S:32][CH:31]=[N:30][C:29]=3[CH2:33][OH:34])[C@H:23]([CH3:24])[C@H:19]12)[CH3:17], predict the reactants needed to synthesize it. The reactants are: [CH:1]1([N:7]([CH2:13][CH3:14])[C:8](=[O:12])[O:9][CH2:10]Cl)[CH2:6][CH2:5][CH2:4][CH2:3][CH2:2]1.[OH:15][C@@H:16]([C@H:18]1[C:38](=[O:39])[N:20]2[C:21]([C:35]([O-:37])=[O:36])=[C:22]([S:25]/[CH:26]=[CH:27]\[C:28]3[S:32][CH:31]=[N:30][C:29]=3[CH2:33][OH:34])[C@H:23]([CH3:24])[C@H:19]12)[CH3:17].[Na+].